This data is from Peptide-MHC class II binding affinity with 134,281 pairs from IEDB. The task is: Regression. Given a peptide amino acid sequence and an MHC pseudo amino acid sequence, predict their binding affinity value. This is MHC class II binding data. (1) The binding affinity (normalized) is 0.340. The MHC is HLA-DQA10103-DQB10603 with pseudo-sequence HLA-DQA10103-DQB10603. The peptide sequence is KKVGQVTLLDLLKLTVA. (2) The peptide sequence is WAVKPKAVRQIEDQL. The MHC is H-2-IAb with pseudo-sequence H-2-IAb. The binding affinity (normalized) is 0. (3) The peptide sequence is VSLIAIIKGIVNLYK. The MHC is DRB1_0701 with pseudo-sequence DRB1_0701. The binding affinity (normalized) is 0.562. (4) The peptide sequence is AAGTAAQAAVVRFQE. The MHC is DRB1_0901 with pseudo-sequence DRB1_0901. The binding affinity (normalized) is 0.445.